Dataset: Forward reaction prediction with 1.9M reactions from USPTO patents (1976-2016). Task: Predict the product of the given reaction. (1) Given the reactants [O:1]([C:8]1[CH:9]=[C:10]([CH:13]=[CH:14][CH:15]=1)[CH2:11]O)[C:2]1[CH:7]=[CH:6][CH:5]=[CH:4][CH:3]=1.P(Br)(Br)[Br:17], predict the reaction product. The product is: [O:1]([C:8]1[CH:9]=[C:10]([CH:13]=[CH:14][CH:15]=1)[CH2:11][Br:17])[C:2]1[CH:7]=[CH:6][CH:5]=[CH:4][CH:3]=1. (2) Given the reactants [NH:1]1[C:5]2[CH:6]=[CH:7][C:8]([NH2:10])=[CH:9][C:4]=2[N:3]=[N:2]1.[H-].[Na+].Cl[CH2:14][O:15][CH2:16][CH2:17][Si:18]([CH3:21])([CH3:20])[CH3:19], predict the reaction product. The product is: [CH3:19][Si:18]([CH3:21])([CH3:20])[CH2:17][CH2:16][O:15][CH2:14][N:1]1[C:5]2[CH:6]=[CH:7][C:8]([NH2:10])=[CH:9][C:4]=2[N:3]=[N:2]1. (3) Given the reactants [C:1]([O:5][C:6]([N:8]1[CH2:13][CH2:12][CH:11]([CH2:14][OH:15])[CH2:10][CH2:9]1)=[O:7])([CH3:4])([CH3:3])[CH3:2].C(OCC)C, predict the reaction product. The product is: [C:1]([O:5][C:6]([N:8]1[CH2:13][CH2:12][CH:11]([CH:14]=[O:15])[CH2:10][CH2:9]1)=[O:7])([CH3:4])([CH3:3])[CH3:2]. (4) Given the reactants [CH2:1]([O:8][C:9]1[CH:14]=[CH:13][CH:12]=[CH:11][C:10]=1[C:15]1[C:16](B(O)O)=[CH:17][CH:18]=[CH:19][CH:20]=1)[C:2]1[CH:7]=[CH:6][CH:5]=[CH:4][CH:3]=1.Br[C:25]1[CH:35]=[CH:34][C:33]([Cl:36])=[CH:32][C:26]=1[C:27]([O:29][CH2:30][CH3:31])=[O:28].C(=O)([O-])[O-].[K+].[K+].C1(C)C=CC=CC=1.C(O)C, predict the reaction product. The product is: [CH2:30]([O:29][C:27]([C:26]1[C:25]([C:16]2[C:15]([C:10]3[CH:11]=[CH:12][CH:13]=[CH:14][C:9]=3[O:8][CH2:1][C:2]3[CH:7]=[CH:6][CH:5]=[CH:4][CH:3]=3)=[CH:20][CH:19]=[CH:18][CH:17]=2)=[CH:35][CH:34]=[C:33]([Cl:36])[CH:32]=1)=[O:28])[CH3:31]. (5) Given the reactants Br[C:2]1[C:3]([NH2:9])=[N:4][CH:5]=[C:6]([CH3:8])[N:7]=1.[CH:10]1([O:16][C:17]2[CH:22]=[CH:21][C:20](B(O)O)=[CH:19][CH:18]=2)[CH2:15][CH2:14][CH2:13][CH2:12][CH2:11]1.C(=O)([O-])[O-].[Na+].[Na+].CCOC(C)=O, predict the reaction product. The product is: [CH:17]1([O:16][C:10]2[CH:15]=[CH:14][C:13]([C:2]3[C:3]([NH2:9])=[N:4][CH:5]=[C:6]([CH3:8])[N:7]=3)=[CH:12][CH:11]=2)[CH2:22][CH2:21][CH2:20][CH2:19][CH2:18]1.